Regression. Given a target protein amino acid sequence and a drug SMILES string, predict the binding affinity score between them. We predict pKi (pKi = -log10(Ki in M); higher means stronger inhibition). Dataset: bindingdb_ki. From a dataset of Drug-target binding data from BindingDB using Ki measurements. (1) The compound is COC(=O)[C@H]1[C@@H](O)CC[C@H]2CN3CCc4c([nH]c5ccccc45)[C@@H]3C[C@@H]21. The target protein sequence is AIAAVITFLILFTIFGNALVILAVLTSRSLRAPQNLFLVSLAAADILVATLIIPFSLANELLGYWYFRRTWCEVYLALDVLFCTSSIVHLCAISLDRYWAVSRALEYNSKRTPRRIKCIILTVWLIAAVISLPPLIYKGDQGPQPRGRPQCKLNQEAWYILASSIGSFFAPCLIMILVYLRIYLIAKRSHRRGPRAAGGRGEGESKQPHSVPTAASTKLPTLASLAASGEANGHSKPTGEKEEGDTSEDPGTPALPPSWSAVPNPGQSQKEGVCGASPEEEAEMEEGEEECEPQALPASPAAACSPPLRQPQGSRVLATLRGQVLLGRGVGTTSGQWWRRRAQLTREKRFTFVLAVVIGVFVLCWFPFFFSYSLGAICPQHCKVPHG. The pKi is 8.7. (2) The pKi is 5.4. The target protein (P00722) has sequence MTMITDSLAVVLQRRDWENPGVTQLNRLAAHPPFASWRNSEEARTDRPSQQLRSLNGEWRFAWFPAPEAVPESWLECDLPEADTVVVPSNWQMHGYDAPIYTNVTYPITVNPPFVPTENPTGCYSLTFNVDESWLQEGQTRIIFDGVNSAFHLWCNGRWVGYGQDSRLPSEFDLSAFLRAGENRLAVMVLRWSDGSYLEDQDMWRMSGIFRDVSLLHKPTTQISDFHVATRFNDDFSRAVLEAEVQMCGELRDYLRVTVSLWQGETQVASGTAPFGGEIIDERGGYADRVTLRLNVENPKLWSAEIPNLYRAVVELHTADGTLIEAEACDVGFREVRIENGLLLLNGKPLLIRGVNRHEHHPLHGQVMDEQTMVQDILLMKQNNFNAVRCSHYPNHPLWYTLCDRYGLYVVDEANIETHGMVPMNRLTDDPRWLPAMSERVTRMVQRDRNHPSVIIWSLGNESGHGANHDALYRWIKSVDPSRPVQYEGGGADTTATDII.... The compound is OC[C@@H]1NC[C@H](O)[C@H]1O. (3) The compound is CCOC(=O)C(C(=O)OCC)=C(C)c1c(O)c2ccccc2oc1=O. The target protein (Q9BQB6) has sequence MGSTWGSPGWVRLALCLTGLVLSLYALHVKAARARDRDYRALCDVGTAISCSRVFSSRWGRGFGLVEHVLGQDSILNQSNSIFGCIFYTLQLLLGCLRTRWASVLMLLSSLVSLAGSVYLAWILFFVLYDFCIVCITTYAINVSLMWLSFRKVQEPQGKAKRH. The pKi is 4.2. (4) The drug is CCc1cc(-c2ccsc2/C=C/C(C)=C/C(=O)O)c(OCC(F)F)c(C(C)(C)C)c1. The target protein (P37230) has sequence MVDTESPICPLSPLEADDLESPLSEEFLQEMGNIQEISQSLGEESSGSFSFADYQYLGSCPGSEGSVITDTLSPASSPSSVSCPAVPTSTDESPGNALNIECRICGDKASGYHYGVHACEGCKGFFRRTIRLKLAYDKCDRSCKIQKKNRNKCQYCRFHKCLSVGMSHNAIRFGRMPRSEKAKLKAEILTCEHDLKDSETADLKSLAKRIHEAYLKNFNMNKVKARVILAGKTSNNPPFVIHDMETLCMAEKTLVAKMVANGVENKEAEVRFFHCCQCMSVETVTELTEFAKAIPGFANLDLNDQVTLLKYGVYEAIFTMLSSLMNKDGMLIAYGNGFITREFLKNLRKPFCDIMEPKFDFAMKFNALELDDSDISLFVAAIICCGDRPGLLNIGYIEKLQEGIVHVLKLHLQSNHPDDTFLFPKLLQKMVDLRQLVTEHAQLVQVIKKTESDAALHPLLQEIYRDMY. The pKi is 5.0. (5) The drug is Cc1ccc(NC(=O)c2ccc(CN3CCN(C)CC3)cc2)cc1Nc1nccc(-c2cccnc2)n1. The target protein sequence is NASPSELRDLLSEFNVLKQVNHPHVIKLYGACSQD. The pKi is 5.0.